This data is from Catalyst prediction with 721,799 reactions and 888 catalyst types from USPTO. The task is: Predict which catalyst facilitates the given reaction. (1) Reactant: [Cl-].[Li+].[CH2:3]([O:10][C:11]([NH:13][CH2:14][CH2:15][CH2:16][C@@H:17]([NH:23][C:24]([NH:26][C:27]([CH3:30])([CH3:29])[CH3:28])=[S:25])[C:18](OCC)=[O:19])=[O:12])[C:4]1[CH:9]=[CH:8][CH:7]=[CH:6][CH:5]=1.[BH4-].[Na+]. Product: [C:27]([NH:26][C:24](=[S:25])[NH:23][C@@H:17]([CH2:18][OH:19])[CH2:16][CH2:15][CH2:14][NH:13][C:11](=[O:12])[O:10][CH2:3][C:4]1[CH:5]=[CH:6][CH:7]=[CH:8][CH:9]=1)([CH3:30])([CH3:28])[CH3:29]. The catalyst class is: 199. (2) Reactant: [Cl:1][C:2]1[N:7]2[N:8]=[C:9]([C:15]3[CH:20]=[CH:19][C:18]([F:21])=[CH:17][CH:16]=3)[C:10]([C:11](=O)[C:12]#[CH:13])=[C:6]2[CH:5]=[CH:4][CH:3]=1.Cl.[CH:23]1([NH:28][C:29]([NH2:31])=[NH:30])[CH2:27][CH2:26][CH2:25][CH2:24]1.C(=O)([O-])[O-].[K+].[K+]. Product: [Cl:1][C:2]1[N:7]2[N:8]=[C:9]([C:15]3[CH:20]=[CH:19][C:18]([F:21])=[CH:17][CH:16]=3)[C:10]([C:11]3[CH:12]=[CH:13][N:31]=[C:29]([NH:28][CH:23]4[CH2:27][CH2:26][CH2:25][CH2:24]4)[N:30]=3)=[C:6]2[CH:5]=[CH:4][CH:3]=1. The catalyst class is: 60. (3) Reactant: [OH:1][C:2]1[CH:3]=[C:4]([CH:7]=[CH:8][C:9]=1[N+:10]([O-:12])=[O:11])[CH:5]=O.[NH:13]1[C:21]2[C:16](=[CH:17][CH:18]=[CH:19][CH:20]=2)[CH:15]=[C:14]1[C:22]1[CH:23]=[CH:24][C:25]([O:29][CH3:30])=[C:26]([NH2:28])[CH:27]=1.C(O[BH-](OC(=O)C)OC(=O)C)(=O)C.[Na+].C(=O)(O)[O-].[Na+]. Product: [NH:13]1[C:21]2[C:16](=[CH:17][CH:18]=[CH:19][CH:20]=2)[CH:15]=[C:14]1[C:22]1[CH:23]=[CH:24][C:25]([O:29][CH3:30])=[C:26]([NH:28][CH2:5][C:4]2[CH:7]=[CH:8][C:9]([N+:10]([O-:12])=[O:11])=[C:2]([OH:1])[CH:3]=2)[CH:27]=1. The catalyst class is: 322. (4) Reactant: [N:1]1[C:10]2[C:5](=[N:6][CH:7]=[CH:8][N:9]=2)[C:4]([NH:11][CH2:12][CH2:13][C:14]2[CH:15]=[CH:16][C:17]([O:21][C:22]3[CH:27]=[C:26]([C:28]([F:31])([F:30])[F:29])[CH:25]=[CH:24][N:23]=3)=[C:18]([OH:20])[CH:19]=2)=[N:3][CH:2]=1.I[CH:33]([CH3:35])[CH3:34].C([O-])([O-])=O.[K+].[K+]. Product: [CH:33]([O:20][C:18]1[CH:19]=[C:14]([CH2:13][CH2:12][NH:11][C:4]2[C:5]3[C:10](=[N:9][CH:8]=[CH:7][N:6]=3)[N:1]=[CH:2][N:3]=2)[CH:15]=[CH:16][C:17]=1[O:21][C:22]1[CH:27]=[C:26]([C:28]([F:29])([F:30])[F:31])[CH:25]=[CH:24][N:23]=1)([CH3:35])[CH3:34]. The catalyst class is: 16. (5) Reactant: [CH3:1][O:2][CH2:3][C@H:4]([CH3:51])[CH2:5][O:6][CH2:7][C:8]1[CH:13]=[CH:12][C:11]([C@@H:14]2[C@@H:19]([O:20][CH2:21][C:22]3[CH:23]=[CH:24][C:25]4[O:30][CH2:29][CH2:28][N:27]([CH2:31][CH2:32][CH2:33][O:34][CH3:35])[C:26]=4[CH:36]=3)[CH2:18][N:17]([S:37]([C:40]3[CH:45]=[CH:44][C:43]([CH3:46])=[CH:42][CH:41]=3)(=[O:39])=[O:38])[C@@H:16]([CH2:47][C:48](O)=[O:49])[CH2:15]2)=[CH:10][CH:9]=1.O1CCCC1.B. Product: [CH3:1][O:2][CH2:3][C@H:4]([CH3:51])[CH2:5][O:6][CH2:7][C:8]1[CH:13]=[CH:12][C:11]([C@@H:14]2[C@@H:19]([O:20][CH2:21][C:22]3[CH:23]=[CH:24][C:25]4[O:30][CH2:29][CH2:28][N:27]([CH2:31][CH2:32][CH2:33][O:34][CH3:35])[C:26]=4[CH:36]=3)[CH2:18][N:17]([S:37]([C:40]3[CH:45]=[CH:44][C:43]([CH3:46])=[CH:42][CH:41]=3)(=[O:38])=[O:39])[C@@H:16]([CH2:47][CH2:48][OH:49])[CH2:15]2)=[CH:10][CH:9]=1. The catalyst class is: 1.